Dataset: Forward reaction prediction with 1.9M reactions from USPTO patents (1976-2016). Task: Predict the product of the given reaction. (1) Given the reactants C(NC(C)C)(C)C.C([Li])CCC.[CH3:13][O:14][C:15](=[O:26])[CH2:16][O:17][C:18]1[CH:23]=[CH:22][C:21]([F:24])=[CH:20][C:19]=1[F:25].[N+:27]([C:30]1[CH:34]=[N:33][N:32]([CH2:35][O:36][CH2:37][CH2:38][Si:39]([CH3:42])([CH3:41])[CH3:40])[C:31]=1[CH:43]=[O:44])([O-:29])=[O:28], predict the reaction product. The product is: [CH3:13][O:14][C:15](=[O:26])[CH:16]([O:17][C:18]1[CH:23]=[CH:22][C:21]([F:24])=[CH:20][C:19]=1[F:25])[CH:43]([OH:44])[C:31]1[N:32]([CH2:35][O:36][CH2:37][CH2:38][Si:39]([CH3:41])([CH3:40])[CH3:42])[N:33]=[CH:34][C:30]=1[N+:27]([O-:29])=[O:28]. (2) Given the reactants [OH:1][C:2]([C:4]([F:7])([F:6])[F:5])=[O:3].[CH3:8][CH:9]1[CH2:14][CH2:13][N:12]([C:15]([C:17]2[CH:25]=[CH:24][C:23]3[N:22]([S:26]([CH2:29][CH2:30][CH3:31])(=[O:28])=[O:27])[C:21]4[CH2:32][CH2:33][NH:34][CH2:35][C:20]=4[C:19]=3[CH:18]=2)=[O:16])[CH2:11][CH2:10]1.[C:36]1(=O)[CH2:40][CH2:39][CH2:38][CH2:37]1, predict the reaction product. The product is: [OH:3][C:2]([C:4]([F:7])([F:6])[F:5])=[O:1].[CH:36]1([N:34]2[CH2:33][CH2:32][C:21]3[N:22]([S:26]([CH2:29][CH2:30][CH3:31])(=[O:27])=[O:28])[C:23]4[CH:24]=[CH:25][C:17]([C:15]([N:12]5[CH2:13][CH2:14][CH:9]([CH3:8])[CH2:10][CH2:11]5)=[O:16])=[CH:18][C:19]=4[C:20]=3[CH2:35]2)[CH2:40][CH2:39][CH2:38][CH2:37]1. (3) Given the reactants Cl[C:2]1[N:7]=[C:6]([N:8]2[CH2:13][CH2:12][C:11]([CH3:20])([C:14]3[CH:19]=[CH:18][CH:17]=[CH:16][CH:15]=3)[O:10][C:9]2=[O:21])[CH:5]=[CH:4][N:3]=1.[F:22][C:23]1[CH:24]=[C:25](B(O)O)[CH:26]=[CH:27][CH:28]=1.C([O-])([O-])=O.[K+].[K+], predict the reaction product. The product is: [F:22][C:23]1[CH:28]=[C:27]([C:2]2[N:7]=[C:6]([N:8]3[CH2:13][CH2:12][C:11]([CH3:20])([C:14]4[CH:19]=[CH:18][CH:17]=[CH:16][CH:15]=4)[O:10][C:9]3=[O:21])[CH:5]=[CH:4][N:3]=2)[CH:26]=[CH:25][CH:24]=1. (4) Given the reactants [CH3:1][CH:2]([CH3:39])[CH2:3][C@@H:4]([NH:31]C(=O)OC(C)(C)C)[C:5](=[O:30])[NH:6][CH:7]1[CH2:16][C:15]2[C:10](=[C:11]([N:17]3[CH2:21][CH2:20][CH2:19][C:18]3=[O:22])[CH:12]=[CH:13][CH:14]=2)[N:9]([CH2:23][C:24]2[CH:28]=[CH:27][S:26][CH:25]=2)[C:8]1=[O:29].Cl.C(=O)(O)[O-].[Na+], predict the reaction product. The product is: [NH2:31][C@H:4]([CH2:3][CH:2]([CH3:39])[CH3:1])[C:5]([NH:6][CH:7]1[CH2:16][C:15]2[C:10](=[C:11]([N:17]3[CH2:21][CH2:20][CH2:19][C:18]3=[O:22])[CH:12]=[CH:13][CH:14]=2)[N:9]([CH2:23][C:24]2[CH:28]=[CH:27][S:26][CH:25]=2)[C:8]1=[O:29])=[O:30]. (5) The product is: [C:13]1([C@@H:12]2[NH:8][C@H:9]([CH2:19][O:20][C:21]3[CH:22]=[CH:23][C:24]([C:25]([O:27][CH3:28])=[O:26])=[CH:29][CH:30]=3)[CH2:10][CH2:11]2)[CH:14]=[CH:15][CH:16]=[CH:17][CH:18]=1. Given the reactants C([N:8]1[C@@H:12]([C:13]2[CH:18]=[CH:17][CH:16]=[CH:15][CH:14]=2)[CH2:11][CH2:10][C@H:9]1[CH2:19][O:20][C:21]1[CH:30]=[CH:29][C:24]([C:25]([O:27][CH3:28])=[O:26])=[CH:23][CH:22]=1)(OC(C)(C)C)=O.FC(F)(F)C(O)=O, predict the reaction product.